Dataset: Catalyst prediction with 721,799 reactions and 888 catalyst types from USPTO. Task: Predict which catalyst facilitates the given reaction. Reactant: [Br:1][C:2]1[CH:3]=[CH:4][C:5]([C:8]2[CH2:12][C@@H:11]([CH2:13][O:14][CH2:15][CH2:16]O)[O:10][N:9]=2)=[N:6][CH:7]=1.Cl.[C:19]([O:23][C:24](=[O:28])[CH2:25][NH:26][CH3:27])([CH3:22])([CH3:21])[CH3:20].C(O[BH-](OC(=O)C)OC(=O)C)(=O)C.[Na+]. Product: [Br:1][C:2]1[CH:3]=[CH:4][C:5]([C:8]2[CH2:12][C@@H:11]([CH2:13][O:14][CH2:15][CH2:16][N:26]([CH3:27])[CH2:25][C:24]([O:23][C:19]([CH3:22])([CH3:21])[CH3:20])=[O:28])[O:10][N:9]=2)=[N:6][CH:7]=1. The catalyst class is: 5.